Predict the reaction yield, written as a fraction of the theoretical maximum amount of product (1.0 means a 100% yield; for example, 0.34 means a 34% yield). From a dataset of Reaction yield outcomes from USPTO patents with 853,638 reactions. (1) The reactants are [CH3:1][O:2][C:3](=[O:38])[NH:4][C@H:5]([C:9]([N:11]1[CH2:15][C@@H:14]([O:16][CH3:17])[CH2:13][C@H:12]1[C:18]1[NH:19][CH:20]=[C:21]([C:23]2[CH:28]=[CH:27][C:26](B3OC(C)(C)C(C)(C)O3)=[CH:25][CH:24]=2)[N:22]=1)=[O:10])[CH:6]([CH3:8])[CH3:7].[C:39]([O:43][C:44]([N:46]1[CH2:51][CH2:50][N:49]([C:52]2[CH:57]=[CH:56][C:55]([C:58](=[O:73])[NH:59][C:60]3[CH:65]=[C:64]([O:66][C:67]([F:70])([F:69])[F:68])[C:63](Br)=[CH:62][C:61]=3[Cl:72])=[CH:54][N:53]=2)[C@H:48]([CH3:74])[CH2:47]1)=[O:45])([CH3:42])([CH3:41])[CH3:40].O.C(=O)([O-])[O-].[K+].[K+]. The catalyst is C1(C)C=CC=CC=1.C1C=CC(P(C2C=CC=CC=2)[C-]2C=CC=C2)=CC=1.C1C=CC(P(C2C=CC=CC=2)[C-]2C=CC=C2)=CC=1.Cl[Pd]Cl.[Fe+2].C(Cl)Cl. The product is [C:39]([O:43][C:44]([N:46]1[CH2:51][CH2:50][N:49]([C:52]2[CH:57]=[CH:56][C:55]([C:58](=[O:73])[NH:59][C:60]3[C:61]([Cl:72])=[CH:62][C:63]([C:26]4[CH:27]=[CH:28][C:23]([C:21]5[N:22]=[C:18]([C@@H:12]6[CH2:13][C@H:14]([O:16][CH3:17])[CH2:15][N:11]6[C:9](=[O:10])[C@@H:5]([NH:4][C:3]([O:2][CH3:1])=[O:38])[CH:6]([CH3:7])[CH3:8])[NH:19][CH:20]=5)=[CH:24][CH:25]=4)=[C:64]([O:66][C:67]([F:70])([F:69])[F:68])[CH:65]=3)=[CH:54][N:53]=2)[C@H:48]([CH3:74])[CH2:47]1)=[O:45])([CH3:42])([CH3:40])[CH3:41]. The yield is 0.210. (2) The reactants are [C:1]([C@H:5]1[CH2:10][CH2:9][C@H:8]([O:11][C:12]2[CH:17]=[CH:16][C:15]([C:18]3[CH:23]=[CH:22][CH:21]=[C:20]([CH:24]=O)[CH:19]=3)=[CH:14][CH:13]=2)[CH2:7][CH2:6]1)([CH3:4])([CH3:3])[CH3:2].[CH3:26][O:27][C:28]([CH:30]1[CH2:35][CH2:34][NH:33][CH2:32][CH2:31]1)=[O:29].C(O[BH-](OC(=O)C)OC(=O)C)(=O)C.[Na+]. The yield is 0.650. The catalyst is C(Cl)Cl. The product is [C:1]([C@H:5]1[CH2:6][CH2:7][C@H:8]([O:11][C:12]2[CH:13]=[CH:14][C:15]([C:18]3[CH:23]=[CH:22][CH:21]=[C:20]([CH2:24][N:33]4[CH2:34][CH2:35][CH:30]([C:28]([O:27][CH3:26])=[O:29])[CH2:31][CH2:32]4)[CH:19]=3)=[CH:16][CH:17]=2)[CH2:9][CH2:10]1)([CH3:4])([CH3:3])[CH3:2]. (3) The reactants are [NH2:1][CH:2]1[CH2:6][CH2:5][N:4]([C:7]([O:9][C:10]([CH3:13])([CH3:12])[CH3:11])=[O:8])[CH2:3]1.[C:14]([O:18]C(N1CCC(O)C1)=O)(C)(C)C.ClC(Cl)(OC(=O)OC(Cl)(Cl)Cl)Cl.[NH2:39][C:40]1[CH:55]=[CH:54][CH:53]=[CH:52][C:41]=1[C:42]([NH:44][C:45]1[CH:50]=[CH:49][C:48]([Cl:51])=[CH:47][N:46]=1)=[O:43].[N-]=C=O. The catalyst is C(Cl)Cl.C(N(CC)CC)C. The product is [C:10]([O:9][C:7]([N:4]1[CH2:5][CH2:6][CH:2]([NH:1][C:14]([NH:39][C:40]2[CH:55]=[CH:54][CH:53]=[CH:52][C:41]=2[C:42]([NH:44][C:45]2[CH:50]=[CH:49][C:48]([Cl:51])=[CH:47][N:46]=2)=[O:43])=[O:18])[CH2:3]1)=[O:8])([CH3:13])([CH3:12])[CH3:11]. The yield is 0.350. (4) The reactants are [CH3:1][C:2]1[CH:10]=[CH:9][C:8]([C@H:11]2[CH2:16][CH2:15][CH2:14][N:13]([C:17]([C:19]3[S:23][C:22]([C:24]4[CH:29]=[CH:28][C:27]([C:30]([F:33])([F:32])[F:31])=[CH:26][CH:25]=4)=[N:21][C:20]=3[CH3:34])=[O:18])[CH2:12]2)=[CH:7][C:3]=1[C:4]([OH:6])=O.C(Cl)(=O)C(Cl)=O.C[N:42](C)C=O.N. The yield is 0.720. The product is [CH3:1][C:2]1[CH:10]=[CH:9][C:8]([CH:11]2[CH2:16][CH2:15][CH2:14][N:13]([C:17]([C:19]3[S:23][C:22]([C:24]4[CH:29]=[CH:28][C:27]([C:30]([F:33])([F:31])[F:32])=[CH:26][CH:25]=4)=[N:21][C:20]=3[CH3:34])=[O:18])[CH2:12]2)=[CH:7][C:3]=1[C:4]([NH2:42])=[O:6]. The catalyst is C(Cl)Cl.C(OCC)C.C1COCC1.